This data is from Reaction yield outcomes from USPTO patents with 853,638 reactions. The task is: Predict the reaction yield, written as a fraction of the theoretical maximum amount of product (1.0 means a 100% yield; for example, 0.34 means a 34% yield). (1) The reactants are C[O:2][C:3](=[O:14])[C:4]1[CH:9]=[CH:8][CH:7]=[C:6]([C:10](=[NH:13])[NH:11][OH:12])[CH:5]=1.C(N(C(C)C)CC)(C)C.[F:24][C:25]1[CH:33]=[CH:32][CH:31]=[CH:30][C:26]=1[C:27](Cl)=O. The catalyst is C1COCC1. The product is [F:24][C:25]1[CH:33]=[CH:32][CH:31]=[CH:30][C:26]=1[C:27]1[O:12][N:11]=[C:10]([C:6]2[CH:5]=[C:4]([CH:9]=[CH:8][CH:7]=2)[C:3]([OH:2])=[O:14])[N:13]=1. The yield is 0.830. (2) The catalyst is O1CCOCC1.O. The product is [NH2:1][C:2]1[N:7]=[CH:6][N:5]=[C:4]2[N:8]([CH2:12][C@H:13]3[CH2:17][CH2:16][CH2:15][N:14]3[C:18]([O:20][C:21]([CH3:24])([CH3:23])[CH3:22])=[O:19])[N:9]=[C:10]([C:32]3[CH:31]=[CH:30][C:29]([O:28][C:27]4[C:44]([F:48])=[CH:45][CH:46]=[CH:47][C:26]=4[F:25])=[CH:34][CH:33]=3)[C:3]=12. The reactants are [NH2:1][C:2]1[N:7]=[CH:6][N:5]=[C:4]2[N:8]([CH2:12][C@H:13]3[CH2:17][CH2:16][CH2:15][N:14]3[C:18]([O:20][C:21]([CH3:24])([CH3:23])[CH3:22])=[O:19])[N:9]=[C:10](I)[C:3]=12.[F:25][C:26]1[CH:47]=[CH:46][CH:45]=[C:44]([F:48])[C:27]=1[O:28][C:29]1[CH:34]=[CH:33][C:32](B2OC(C)(C)C(C)(C)O2)=[CH:31][CH:30]=1.C(=O)([O-])[O-].[Na+].[Na+]. The yield is 0.790. (3) The reactants are [F:1][C:2]1[CH:9]=[C:8]([C:10]2[S:11][CH:12]=[CH:13][CH:14]=2)[CH:7]=[CH:6][C:3]=1[CH:4]=O.[C:15]([C:18]1[CH:26]=[CH:25][C:21]([C:22]([OH:24])=[O:23])=[CH:20][CH:19]=1)(=[O:17])[CH3:16]. No catalyst specified. The product is [F:1][C:2]1[CH:9]=[C:8]([C:10]2[S:11][CH:12]=[CH:13][CH:14]=2)[CH:7]=[CH:6][C:3]=1/[CH:4]=[CH:16]/[C:15]([C:18]1[CH:26]=[CH:25][C:21]([C:22]([OH:24])=[O:23])=[CH:20][CH:19]=1)=[O:17]. The yield is 0.710. (4) The reactants are CS(C)=O.[CH3:5][C:6]1[CH:7]=[C:8]([OH:20])[C:9]([C:13]2[CH:18]=[C:17]([CH3:19])[CH:16]=[CH:15][N:14]=2)=[N:10][C:11]=1[CH3:12].Cl[C:22]1[C:31]2[C:26](=[CH:27][C:28]([O:34][CH3:35])=[C:29]([O:32][CH3:33])[CH:30]=2)[N:25]=[CH:24][CH:23]=1.C(=O)([O-])[O-].[Cs+].[Cs+]. The catalyst is O. The product is [CH3:33][O:32][C:29]1[CH:30]=[C:31]2[C:26](=[CH:27][C:28]=1[O:34][CH3:35])[N:25]=[CH:24][CH:23]=[C:22]2[O:20][C:8]1[C:9]([C:13]2[CH:18]=[C:17]([CH3:19])[CH:16]=[CH:15][N:14]=2)=[N:10][C:11]([CH3:12])=[C:6]([CH3:5])[CH:7]=1. The yield is 0.450. (5) The reactants are [CH3:1][C@H:2]([NH:10][CH3:11])[CH2:3][C:4]1[CH:5]=[CH:6][CH:7]=[CH:8][CH:9]=1.C(=O)([O-])[O-].[Na+].[Na+].[C:18]1([CH3:24])[CH:23]=[CH:22][CH:21]=[CH:20][CH:19]=1.C([Cl:32])C1C=CC=CC=1. The catalyst is O. The product is [CH3:1][C@H:2]([N:10]([CH2:24][C:18]1[CH:19]=[CH:20][CH:21]=[CH:22][CH:23]=1)[CH3:11])[CH2:3][C:4]1[CH:5]=[CH:6][CH:7]=[CH:8][CH:9]=1.[ClH:32]. The yield is 0.700. (6) The reactants are [CH:1]1([C:4]2[CH:5]=[C:6](B3OC(C)(C)C(C)(C)O3)[CH:7]=[C:8]([CH:10]3[CH2:12][CH2:11]3)[CH:9]=2)[CH2:3][CH2:2]1.[F:22][C:23]1[CH:24]=[C:25]([CH:35]([NH:37][C:38]([C:40]2[O:41][C:42](Br)=[CH:43][CH:44]=2)=[O:39])[CH3:36])[CH:26]=[C:27]([F:34])[C:28]=1[NH:29][S:30]([CH3:33])(=[O:32])=[O:31].C([O-])([O-])=O.[Cs+].[Cs+]. The catalyst is Cl[Pd](Cl)([P](C1C=CC=CC=1)(C1C=CC=CC=1)C1C=CC=CC=1)[P](C1C=CC=CC=1)(C1C=CC=CC=1)C1C=CC=CC=1. The product is [F:22][C:23]1[CH:24]=[C:25]([CH:35]([NH:37][C:38]([C:40]2[O:41][C:42]([C:6]3[CH:7]=[C:8]([CH:10]4[CH2:11][CH2:12]4)[CH:9]=[C:4]([CH:1]4[CH2:2][CH2:3]4)[CH:5]=3)=[CH:43][CH:44]=2)=[O:39])[CH3:36])[CH:26]=[C:27]([F:34])[C:28]=1[NH:29][S:30]([CH3:33])(=[O:32])=[O:31]. The yield is 0.380.